Dataset: Reaction yield outcomes from USPTO patents with 853,638 reactions. Task: Predict the reaction yield, written as a fraction of the theoretical maximum amount of product (1.0 means a 100% yield; for example, 0.34 means a 34% yield). The reactants are [N:1]1([CH:10]2[CH2:14][CH2:13][N:12]([C:15]([O:17][C:18]([CH3:21])([CH3:20])[CH3:19])=[O:16])[CH2:11]2)[C:9]2[C:4](=[CH:5][CH:6]=[CH:7][CH:8]=2)[CH2:3][CH2:2]1.C1C(=O)N([Br:29])C(=O)C1. The catalyst is CN(C=O)C.O. The product is [Br:29][C:6]1[CH:5]=[C:4]2[C:9](=[CH:8][CH:7]=1)[N:1]([CH:10]1[CH2:14][CH2:13][N:12]([C:15]([O:17][C:18]([CH3:21])([CH3:20])[CH3:19])=[O:16])[CH2:11]1)[CH2:2][CH2:3]2. The yield is 0.970.